Dataset: Reaction yield outcomes from USPTO patents with 853,638 reactions. Task: Predict the reaction yield, written as a fraction of the theoretical maximum amount of product (1.0 means a 100% yield; for example, 0.34 means a 34% yield). The catalyst is CN(C)C=O. The reactants are Cl[C:2]1[CH:7]=[CH:6][C:5]([O:8][CH2:9][C:10]2[CH:15]=[CH:14][C:13]([O:16][CH3:17])=[CH:12][CH:11]=2)=[CH:4][C:3]=1[N+:18]([O-:20])=[O:19].[OH:21][C:22]1[CH:27]=[CH:26][C:25]([SH:28])=[CH:24][CH:23]=1.C(=O)([O-])[O-].[Cs+].[Cs+].Cl. The yield is 1.00. The product is [CH3:17][O:16][C:13]1[CH:14]=[CH:15][C:10]([CH2:9][O:8][C:5]2[CH:6]=[CH:7][C:2]([S:28][C:25]3[CH:26]=[CH:27][C:22]([OH:21])=[CH:23][CH:24]=3)=[C:3]([N+:18]([O-:20])=[O:19])[CH:4]=2)=[CH:11][CH:12]=1.